Task: Predict which catalyst facilitates the given reaction.. Dataset: Catalyst prediction with 721,799 reactions and 888 catalyst types from USPTO (1) Reactant: C([N:8]1[CH2:12][CH:11]([O:13][CH2:14][CH2:15][CH2:16][CH2:17][CH2:18][CH2:19][CH2:20][CH3:21])[CH:10]([O:22][CH2:23][CH2:24][CH2:25][CH2:26][CH2:27][CH2:28][CH2:29][CH2:30]/[CH:31]=[CH:32]\[CH2:33]/[CH:34]=[CH:35]\[CH2:36][CH2:37][CH2:38][CH2:39][CH3:40])[CH2:9]1)C1C=CC=CC=1.CCN(C(C)C)C(C)C.ClC(OCCCl)=O. Product: [CH2:23]([O:22][CH:10]1[CH:11]([O:13][CH2:14][CH2:15][CH2:16][CH2:17][CH2:18][CH2:19][CH2:20][CH3:21])[CH2:12][NH:8][CH2:9]1)[CH2:24][CH2:25][CH2:26][CH2:27][CH2:28][CH2:29][CH2:30]/[CH:31]=[CH:32]\[CH2:33]/[CH:34]=[CH:35]\[CH2:36][CH2:37][CH2:38][CH2:39][CH3:40]. The catalyst class is: 4. (2) Reactant: [NH2:1][CH2:2][CH2:3][CH:4]1[CH2:9][CH2:8][N:7]([C:10]([O:12][C:13]([CH3:16])([CH3:15])[CH3:14])=[O:11])[CH2:6][CH2:5]1.C(=O)([O-])[O-].[Na+].[Na+].[C:23](Cl)(=[O:28])[C:24]([CH3:27])([CH3:26])[CH3:25]. Product: [C:23]([NH:1][CH2:2][CH2:3][CH:4]1[CH2:5][CH2:6][N:7]([C:10]([O:12][C:13]([CH3:16])([CH3:15])[CH3:14])=[O:11])[CH2:8][CH2:9]1)(=[O:28])[C:24]([CH3:27])([CH3:26])[CH3:25]. The catalyst class is: 84. (3) Product: [F:1][C:2]1[C:21]([I:22])=[CH:20][C:5]2[C:6]3[N:10]=[C:9]([C:11]([NH2:23])=[O:13])[NH:8][C:7]=3[CH:16]3[CH2:17][CH:18]([C:4]=2[CH:3]=1)[CH2:19]3. Reactant: [F:1][C:2]1[C:21]([I:22])=[CH:20][C:5]2[C:6]3[N:10]=[C:9]([C:11]([O:13]CC)=O)[NH:8][C:7]=3[CH:16]3[CH2:19][CH:18]([C:4]=2[CH:3]=1)[CH2:17]3.[NH3:23]. The catalyst class is: 5. (4) Reactant: [CH3:1][O:2][C:3](=[O:17])[CH2:4][N:5]1[C:13]2[C:8](=[CH:9][C:10]([I:14])=[CH:11][CH:12]=2)[C:7](=O)[C:6]1=[O:16].[O:18]1[C:22]2[CH:23]=[CH:24][C:25]([CH2:27][CH2:28][C:29]([NH:31][C:32]3[CH:37]=[CH:36][C:35]([C:38]([NH:40][NH2:41])=[O:39])=[CH:34][CH:33]=3)=[O:30])=[CH:26][C:21]=2[O:20][CH2:19]1. Product: [CH3:1][O:2][C:3](=[O:17])[CH2:4][N:5]1[C:13]2[C:8](=[CH:9][C:10]([I:14])=[CH:11][CH:12]=2)[C:7](=[N:41][NH:40][C:38](=[O:39])[C:35]2[CH:34]=[CH:33][C:32]([NH:31][C:29](=[O:30])[CH2:28][CH2:27][C:25]3[CH:24]=[CH:23][C:22]4[O:18][CH2:19][O:20][C:21]=4[CH:26]=3)=[CH:37][CH:36]=2)[C:6]1=[O:16]. The catalyst class is: 15.